From a dataset of Catalyst prediction with 721,799 reactions and 888 catalyst types from USPTO. Predict which catalyst facilitates the given reaction. Reactant: [NH2:1][C:2](=[O:34])[CH2:3][O:4][C:5]1[CH:6]=[C:7]2[C:12](=[CH:13][CH:14]=1)[N:11]=[C:10]([CH2:15][CH:16]([CH3:18])[CH3:17])[C:9]([CH2:19][NH:20]C(=O)OC(C)(C)C)=[C:8]2[C:28]1[CH:33]=[CH:32][CH:31]=[CH:30][CH:29]=1.FC(F)(F)C(O)=O.[ClH:42]. Product: [ClH:42].[ClH:42].[NH2:20][CH2:19][C:9]1[C:10]([CH2:15][CH:16]([CH3:18])[CH3:17])=[N:11][C:12]2[C:7]([C:8]=1[C:28]1[CH:33]=[CH:32][CH:31]=[CH:30][CH:29]=1)=[CH:6][C:5]([O:4][CH2:3][C:2]([NH2:1])=[O:34])=[CH:14][CH:13]=2. The catalyst class is: 54.